Dataset: Full USPTO retrosynthesis dataset with 1.9M reactions from patents (1976-2016). Task: Predict the reactants needed to synthesize the given product. (1) Given the product [CH3:9][O:8][C:5]1[CH:6]=[CH:7][C:2]([C:12]2[CH:13]=[C:14]3[C:18](=[CH:19][CH:20]=2)[N:17]([S:21]([C:24]2[CH:31]=[CH:30][C:27]([C:28]#[N:29])=[CH:26][CH:25]=2)(=[O:23])=[O:22])[CH2:16][CH2:15]3)=[N:3][CH:4]=1, predict the reactants needed to synthesize it. The reactants are: I[C:2]1[CH:7]=[CH:6][C:5]([O:8][CH3:9])=[CH:4][N:3]=1.OB(O)[C:12]1[CH:13]=[C:14]2[C:18](=[CH:19][CH:20]=1)[N:17]([S:21]([C:24]1[CH:31]=[CH:30][C:27]([C:28]#[N:29])=[CH:26][CH:25]=1)(=[O:23])=[O:22])[CH2:16][CH2:15]2.C(=O)([O-])[O-].[Cs+].[Cs+]. (2) Given the product [NH2:18][C:9]1[C:8]2[N:7]=[C:6]([CH3:19])[N:5]([CH2:4][CH2:3][CH2:2][NH:1][C:20](=[O:24])[CH2:21][CH2:22][CH3:23])[C:17]=2[C:16]2[CH:15]=[CH:14][CH:13]=[CH:12][C:11]=2[N:10]=1, predict the reactants needed to synthesize it. The reactants are: [NH2:1][CH2:2][CH2:3][CH2:4][N:5]1[C:17]2[C:16]3[CH:15]=[CH:14][CH:13]=[CH:12][C:11]=3[N:10]=[C:9]([NH2:18])[C:8]=2[N:7]=[C:6]1[CH3:19].[C:20](Cl)(=[O:24])[CH2:21][CH2:22][CH3:23]. (3) The reactants are: C([C:4]12[CH2:10][CH:7]([CH:8]=[CH:9]1)[C:6](=[O:11])[NH:5]2)(=O)C.[BH4-].[Na+].[CH3:14]CCCCC.[CH3:20][OH:21]. Given the product [C:20]([C:9]1[C@H:4]([NH2:5])[CH2:10][C@H:7]([CH2:6][OH:11])[CH:8]=1)(=[O:21])[CH3:14], predict the reactants needed to synthesize it.